From a dataset of Forward reaction prediction with 1.9M reactions from USPTO patents (1976-2016). Predict the product of the given reaction. (1) Given the reactants C([O:5][C:6](=[O:42])[CH2:7][CH2:8][C@H:9]([NH:13][C:14]([C:16]1[CH:20]=[C:19]([O:21][CH2:22][C:23]([N:25]2[CH2:29][CH2:28][CH2:27][C@H:26]2[C:30](=[O:35])[NH:31][CH2:32][CH2:33][F:34])=[O:24])[N:18]([C:36]2[CH:41]=[CH:40][CH:39]=[CH:38][CH:37]=2)[N:17]=1)=[O:15])[C:10](O)=[O:11])(C)(C)C.CCN(C(C)C)C(C)C.CN(C(ON1N=NC2C=CC=NC1=2)=[N+](C)C)C.F[P-](F)(F)(F)(F)F.[CH2:76]([O:78][C:79]([N:81]1[CH2:86][CH2:85][NH:84][CH2:83][C@H:82]1[CH3:87])=[O:80])[CH3:77], predict the reaction product. The product is: [CH2:76]([O:78][C:79]([N:81]1[CH2:86][CH2:85][N:84]([C:10](=[O:11])[C@@H:9]([NH:13][C:14]([C:16]2[CH:20]=[C:19]([O:21][CH2:22][C:23]([N:25]3[CH2:29][CH2:28][CH2:27][C@H:26]3[C:30](=[O:35])[NH:31][CH2:32][CH2:33][F:34])=[O:24])[N:18]([C:36]3[CH:41]=[CH:40][CH:39]=[CH:38][CH:37]=3)[N:17]=2)=[O:15])[CH2:8][CH2:7][C:6]([OH:42])=[O:5])[CH2:83][C@H:82]1[CH3:87])=[O:80])[CH3:77]. (2) Given the reactants [F:1][C:2]1[C:3]([C:13]#[N:14])=[CH:4][C:5]2[S:9][C:8]([S:10][CH3:11])=[N:7][C:6]=2[CH:12]=1.[H-].[Al+3].[Li+].[H-].[H-].[H-].O.[OH-].[Na+], predict the reaction product. The product is: [F:1][C:2]1[C:3]([CH2:13][NH2:14])=[CH:4][C:5]2[S:9][C:8]([S:10][CH3:11])=[N:7][C:6]=2[CH:12]=1.